Task: Regression. Given a peptide amino acid sequence and an MHC pseudo amino acid sequence, predict their binding affinity value. This is MHC class I binding data.. Dataset: Peptide-MHC class I binding affinity with 185,985 pairs from IEDB/IMGT (1) The peptide sequence is INLVFQNAI. The MHC is H-2-Kb with pseudo-sequence H-2-Kb. The binding affinity (normalized) is 0.811. (2) The peptide sequence is IMFEQYFIYT. The MHC is Mamu-B17 with pseudo-sequence Mamu-B17. The binding affinity (normalized) is 0.148. (3) The peptide sequence is IIMFDAEKL. The MHC is HLA-B58:01 with pseudo-sequence HLA-B58:01. The binding affinity (normalized) is 0.0847. (4) The binding affinity (normalized) is 0.0847. The peptide sequence is AYQQGVKTL. The MHC is HLA-B27:05 with pseudo-sequence HLA-B27:05. (5) The peptide sequence is SYLAGAGLAF. The MHC is HLA-A23:01 with pseudo-sequence HLA-A23:01. The binding affinity (normalized) is 0.864. (6) The peptide sequence is SANISLTVWI. The MHC is H-2-Kb with pseudo-sequence H-2-Kb. The binding affinity (normalized) is 0.304. (7) The peptide sequence is YQAENSTAE. The MHC is HLA-A02:06 with pseudo-sequence HLA-A02:06. The binding affinity (normalized) is 0.527.